Dataset: Reaction yield outcomes from USPTO patents with 853,638 reactions. Task: Predict the reaction yield, written as a fraction of the theoretical maximum amount of product (1.0 means a 100% yield; for example, 0.34 means a 34% yield). (1) The yield is 0.800. No catalyst specified. The product is [F:9][C:8]([F:11])([F:10])[C:5]1[CH:6]=[CH:7][C:2]([O:21][C:18]2[CH:19]=[CH:20][C:15]([C:14]([OH:22])=[O:13])=[CH:16][CH:17]=2)=[CH:3][CH:4]=1. The reactants are F[C:2]1[CH:7]=[CH:6][C:5]([C:8]([F:11])([F:10])[F:9])=[CH:4][CH:3]=1.C[O:13][C:14](=[O:22])[C:15]1[CH:20]=[CH:19][C:18]([OH:21])=[CH:17][CH:16]=1. (2) The reactants are [CH3:1][S:2][C:3]1[N:8]=[C:7]2[NH:9][N:10]=[C:11](O)[C:6]2=[CH:5][N:4]=1.P(Br)(Br)([Br:15])=O.[OH-].[NH4+]. The catalyst is C(#N)C. The product is [Br:15][C:11]1[C:6]2[C:7](=[N:8][C:3]([S:2][CH3:1])=[N:4][CH:5]=2)[NH:9][N:10]=1. The yield is 0.160. (3) The reactants are [NH:1]1[CH2:8][CH2:7][CH2:6][CH2:5][NH:4][CH2:3][CH2:2]1.[Li]CCCC.Br[C:15]1[CH:20]=[CH:19][C:18]([O:21][CH3:22])=[CH:17][C:16]=1[O:23][CH3:24].Cl. The catalyst is C1COCC1. The product is [CH3:22][O:21][C:18]1[CH:17]=[C:16]([O:23][CH3:24])[CH:15]=[CH:20][C:19]=1[N:1]1[CH2:8][CH2:7][CH2:6][CH2:5][NH:4][CH2:3][CH2:2]1. The yield is 0.280.